This data is from Reaction yield outcomes from USPTO patents with 853,638 reactions. The task is: Predict the reaction yield, written as a fraction of the theoretical maximum amount of product (1.0 means a 100% yield; for example, 0.34 means a 34% yield). (1) The reactants are [OH:1][C:2]1[CH:3]=[C:4]2[C:9](=[CH:10][CH:11]=1)[CH:8]=[C:7]([C:12]1[CH:13]=[CH:14][C:15]([C:18]([O:20][CH3:21])=[O:19])=[N:16][CH:17]=1)[CH:6]=[CH:5]2.C(=O)([O-])[O-].[Cs+].[Cs+].Cl[CH2:29][C:30]1[C:31]([C:38]2[C:43]([Cl:44])=[CH:42][CH:41]=[CH:40][C:39]=2[Cl:45])=[N:32][O:33][C:34]=1[CH:35]([CH3:37])[CH3:36].C(OCC)(=O)C. The catalyst is CN(C)C=O.O. The product is [Cl:44][C:43]1[CH:42]=[CH:41][CH:40]=[C:39]([Cl:45])[C:38]=1[C:31]1[C:30]([CH2:29][O:1][C:2]2[CH:3]=[C:4]3[C:9](=[CH:10][CH:11]=2)[CH:8]=[C:7]([C:12]2[CH:13]=[CH:14][C:15]([C:18]([O:20][CH3:21])=[O:19])=[N:16][CH:17]=2)[CH:6]=[CH:5]3)=[C:34]([CH:35]([CH3:37])[CH3:36])[O:33][N:32]=1. The yield is 0.430. (2) The reactants are [NH2:1][C@@H:2]([CH2:6][CH3:7])[C:3]([O-:5])=[O:4].[C:8]([O-])(=O)C.[Na+].[CH3:13][C:14]([CH3:16])=O.C(O[BH-](OC(=O)C)OC(=O)C)(=O)C.[Na+].C(=O)([O-])[O-].[Na+].[Na+]. The catalyst is ClCCl.O. The product is [CH:14]([NH:1][C@@H:2]([CH2:6][CH3:7])[C:3]([O:5][CH3:8])=[O:4])([CH3:16])[CH3:13]. The yield is 0.797. (3) The catalyst is O.ClCCl.O.C([O-])(=O)C.[Cu+2].C([O-])(=O)C. The reactants are O=C1O[C@H]([C@H](CO)O)C([O-])=C1O.[Na+].[C:14]1([C:20]#[CH:21])[CH:19]=[CH:18][CH:17]=[CH:16][CH:15]=1.[CH:22](=[C:25]1[C:30](=[O:31])[O:29][C:28]([CH3:33])([CH3:32])[O:27][C:26]1=[O:34])[CH2:23][CH3:24]. The product is [CH2:23]([C@H:22]([CH:25]1[C:26](=[O:34])[O:27][C:28]([CH3:33])([CH3:32])[O:29][C:30]1=[O:31])[C:21]#[C:20][C:14]1[CH:19]=[CH:18][CH:17]=[CH:16][CH:15]=1)[CH3:24]. The yield is 0.830. (4) The yield is 0.480. The reactants are [F:1][C:2]1[CH:7]=[CH:6][C:5]([C:8]2[O:9][C:10]3[CH:20]=[C:19]([NH:21][S:22]([CH3:25])(=[O:24])=[O:23])[C:18]([C:26]4[CH:31]=[CH:30][CH:29]=[CH:28][CH:27]=4)=[CH:17][C:11]=3[C:12]=2[C:13]([NH:15][CH3:16])=[O:14])=[CH:4][CH:3]=1.C1C=CC2N([OH:41])N=NC=2C=1.CCN=C=NC[CH2:48][CH2:49]N(C)C.CN.CCN(CC)CC. The catalyst is CN(C=O)C.O. The product is [F:1][C:2]1[CH:3]=[CH:4][C:5]([C:8]2[O:9][C:10]3[CH:20]=[C:19]([N:21]([CH2:48][CH2:49][OH:41])[S:22]([CH3:25])(=[O:23])=[O:24])[C:18]([C:26]4[CH:27]=[CH:28][CH:29]=[CH:30][CH:31]=4)=[CH:17][C:11]=3[C:12]=2[C:13]([NH:15][CH3:16])=[O:14])=[CH:6][CH:7]=1. (5) The reactants are [N+:1]([C:4]1[CH:8]=[CH:7][N:6]([CH2:9][CH2:10][NH2:11])[N:5]=1)([O-:3])=[O:2].[CH3:12][C:13]([O:16][C:17](O[C:17]([O:16][C:13]([CH3:15])([CH3:14])[CH3:12])=[O:18])=[O:18])([CH3:15])[CH3:14].C(N(CC)CC)C. The catalyst is C(Cl)Cl. The product is [N+:1]([C:4]1[CH:8]=[CH:7][N:6]([CH2:9][CH2:10][NH:11][C:17](=[O:18])[O:16][C:13]([CH3:15])([CH3:14])[CH3:12])[N:5]=1)([O-:3])=[O:2]. The yield is 0.800. (6) The reactants are [CH3:1][C:2]1[O:3][CH:4]=[C:5]([C:7]([OH:9])=O)[N:6]=1.O1CCCC1.C(Cl)(=O)C(Cl)=O.[NH2:21][C:22]1[CH:23]=[C:24]([CH:41]=[CH:42][C:43]=1[CH3:44])[O:25][C:26]1[CH:27]=[CH:28][C:29]2[N:30]([CH:32]=[C:33]([NH:35][C:36]([CH:38]3[CH2:40][CH2:39]3)=[O:37])[N:34]=2)[N:31]=1. The catalyst is CN(C)C=O.CN(C)C(=O)C. The product is [CH:38]1([C:36]([NH:35][C:33]2[N:34]=[C:29]3[CH:28]=[CH:27][C:26]([O:25][C:24]4[CH:41]=[CH:42][C:43]([CH3:44])=[C:22]([NH:21][C:7]([C:5]5[N:6]=[C:2]([CH3:1])[O:3][CH:4]=5)=[O:9])[CH:23]=4)=[N:31][N:30]3[CH:32]=2)=[O:37])[CH2:39][CH2:40]1. The yield is 0.740. (7) The reactants are [C:1]([O:5][C:6](=[O:17])[NH:7][C:8]1[CH:13]=[CH:12][C:11]([CH2:14][CH2:15][OH:16])=[CH:10][CH:9]=1)([CH3:4])([CH3:3])[CH3:2].[CH2:18]([O:20][C:21](=[O:34])[CH:22]([O:31][CH2:32][CH3:33])[CH2:23][C:24]1[CH:29]=[CH:28][C:27](O)=[CH:26][CH:25]=1)[CH3:19].N(C(N1CCCCC1)=O)=NC(N1CCCCC1)=O.C1(P(C2C=CC=CC=2)C2C=CC=CC=2)C=CC=CC=1. The catalyst is ClCCl. The product is [CH2:18]([O:20][C:21](=[O:34])[CH:22]([O:31][CH2:32][CH3:33])[CH2:23][C:24]1[CH:29]=[CH:28][C:27]([O:16][CH2:15][CH2:14][C:11]2[CH:10]=[CH:9][C:8]([NH:7][C:6]([O:5][C:1]([CH3:4])([CH3:2])[CH3:3])=[O:17])=[CH:13][CH:12]=2)=[CH:26][CH:25]=1)[CH3:19]. The yield is 0.890. (8) The product is [Br:1][C:2]1[C:3]([NH:10][C:11]2[CH:15]=[C:14]([CH3:16])[NH:13][N:12]=2)=[N:4][C:5]([Cl:8])=[N:6][CH:7]=1. The yield is 0.850. The catalyst is C(O)CCC. The reactants are [Br:1][C:2]1[C:3](Cl)=[N:4][C:5]([Cl:8])=[N:6][CH:7]=1.[NH2:10][C:11]1[CH:15]=[C:14]([CH3:16])[NH:13][N:12]=1.C(N(CC)C(C)C)(C)C.